From a dataset of Reaction yield outcomes from USPTO patents with 853,638 reactions. Predict the reaction yield, written as a fraction of the theoretical maximum amount of product (1.0 means a 100% yield; for example, 0.34 means a 34% yield). (1) The reactants are [Br:1][C:2]1[CH:7]=[CH:6][C:5]([C:8](=[O:10])[CH3:9])=[CH:4][CH:3]=1.[Li+].C[Si]([N-][Si](C)(C)C)(C)C.[F:21][C:22]([F:29])([F:28])[C:23](OCC)=[O:24]. The catalyst is C1COCC1. The product is [Br:1][C:2]1[CH:7]=[CH:6][C:5]([C:8](=[O:10])[CH2:9][C:23](=[O:24])[C:22]([F:29])([F:28])[F:21])=[CH:4][CH:3]=1. The yield is 0.944. (2) The reactants are [NH2:1][C:2]1[CH:17]=[CH:16][CH:15]=[C:14]([F:18])[C:3]=1[C:4]([NH:6][C:7]1[CH:12]=[CH:11][CH:10]=[CH:9][C:8]=1[Cl:13])=[O:5].[Cl:19][CH2:20][C:21](Cl)=O. The catalyst is C(O)(=O)C. The product is [Cl:19][CH2:20][C:21]1[N:6]([C:7]2[CH:12]=[CH:11][CH:10]=[CH:9][C:8]=2[Cl:13])[C:4](=[O:5])[C:3]2[C:2](=[CH:17][CH:16]=[CH:15][C:14]=2[F:18])[N:1]=1. The yield is 0.700. (3) The reactants are [OH:1][CH2:2][CH:3]1[CH:7]2[O:8][C:9]([CH3:12])([CH3:11])[O:10][CH:6]2[CH:5]([OH:13])[O:4]1.[C:14](Cl)([C:27]1[CH:32]=[CH:31][CH:30]=[CH:29][CH:28]=1)([C:21]1[CH:26]=[CH:25][CH:24]=[CH:23][CH:22]=1)[C:15]1[CH:20]=[CH:19][CH:18]=[CH:17][CH:16]=1.CCN(CC)CC. The catalyst is CN(C1C=CN=CC=1)C.CN(C=O)C. The product is [CH3:12][C:9]1([CH3:11])[O:8][CH:7]2[CH:3]([CH2:2][O:1][C:14]([C:15]3[CH:20]=[CH:19][CH:18]=[CH:17][CH:16]=3)([C:27]3[CH:28]=[CH:29][CH:30]=[CH:31][CH:32]=3)[C:21]3[CH:22]=[CH:23][CH:24]=[CH:25][CH:26]=3)[O:4][CH:5]([OH:13])[CH:6]2[O:10]1. The yield is 0.850. (4) The product is [F:28][C:27]([F:30])([F:29])[O:26][C:22]1[CH:21]=[C:20]([C:2]2[N:35]=[C:5]([CH:7]3[CH2:12][CH2:11][NH:10][CH2:9][CH2:8]3)[NH:4][CH:3]=2)[CH:25]=[CH:24][CH:23]=1. The reactants are O=[C:2]([C:20]1[CH:25]=[CH:24][CH:23]=[C:22]([O:26][C:27]([F:30])([F:29])[F:28])[CH:21]=1)[CH2:3][NH:4][C:5]([CH:7]1[CH2:12][CH2:11][N:10](C(OC(C)(C)C)=O)[CH2:9][CH2:8]1)=O.C([O-])(=O)C.[NH4+:35]. The yield is 0.450. The catalyst is C(O)(=O)C. (5) The reactants are C(OC([NH:11][C@@H:12]([CH2:17][C:18]1[CH:23]=[CH:22][C:21]([CH:24]2[S:28](=[O:30])(=[O:29])[N:27](C(C)(C)C)[C:26](=[O:35])[CH2:25]2)=[C:20]([CH3:36])[CH:19]=1)[C:13]([O:15][CH3:16])=[O:14])=O)C1C=CC=CC=1.[F:37][C:38]([F:43])([F:42])[C:39]([OH:41])=[O:40]. No catalyst specified. The product is [F:37][C:38]([F:43])([F:42])[C:39]([OH:41])=[O:40].[NH2:11][C@@H:12]([CH2:17][C:18]1[CH:23]=[CH:22][C:21]([CH:24]2[S:28](=[O:30])(=[O:29])[NH:27][C:26](=[O:35])[CH2:25]2)=[C:20]([CH3:36])[CH:19]=1)[C:13]([O:15][CH3:16])=[O:14]. The yield is 0.740.